Dataset: Full USPTO retrosynthesis dataset with 1.9M reactions from patents (1976-2016). Task: Predict the reactants needed to synthesize the given product. (1) Given the product [OH:23][C:20]1[CH:21]=[CH:22][C:16]2[O:15][CH:14]([CH2:13][CH2:12][C:6]3[CH:7]=[CH:8][CH:9]=[CH:10][CH:11]=3)[CH2:18][C:17]=2[CH:19]=1, predict the reactants needed to synthesize it. The reactants are: C(S)C.[H-].[Li+].[C:6]1([CH2:12][CH2:13][CH:14]2[CH2:18][C:17]3[CH:19]=[C:20]([O:23]C)[CH:21]=[CH:22][C:16]=3[O:15]2)[CH:11]=[CH:10][CH:9]=[CH:8][CH:7]=1.Cl. (2) Given the product [F:21][C:18]1[CH:19]=[CH:20][C:15]2[N:14]=[C:13]([CH:22]([NH:24][C:26]3[N:34]=[CH:33][N:32]=[C:31]4[C:27]=3[N:28]=[CH:29][NH:30]4)[CH3:23])[N:12]([CH:10]3[CH2:9][N:8]([C:6]([O:5][C:1]([CH3:4])([CH3:2])[CH3:3])=[O:7])[CH2:11]3)[C:16]=2[CH:17]=1, predict the reactants needed to synthesize it. The reactants are: [C:1]([O:5][C:6]([N:8]1[CH2:11][CH:10]([N:12]2[C:16]3[CH:17]=[C:18]([F:21])[CH:19]=[CH:20][C:15]=3[N:14]=[C:13]2[C@@H:22]([NH2:24])[CH3:23])[CH2:9]1)=[O:7])([CH3:4])([CH3:3])[CH3:2].Cl[C:26]1[N:34]=[CH:33][N:32]=[C:31]2[C:27]=1[N:28]=[CH:29][N:30]2C1CCCCO1.CCN(C(C)C)C(C)C.